This data is from Peptide-MHC class I binding affinity with 185,985 pairs from IEDB/IMGT. The task is: Regression. Given a peptide amino acid sequence and an MHC pseudo amino acid sequence, predict their binding affinity value. This is MHC class I binding data. (1) The peptide sequence is CASSSDWFY. The MHC is HLA-B46:01 with pseudo-sequence HLA-B46:01. The binding affinity (normalized) is 0.0847. (2) The peptide sequence is KTMAMVLSIV. The MHC is HLA-A02:17 with pseudo-sequence HLA-A02:17. The binding affinity (normalized) is 0.264. (3) The peptide sequence is AMAETGCDA. The MHC is HLA-A26:01 with pseudo-sequence HLA-A26:01. The binding affinity (normalized) is 0.0847. (4) The peptide sequence is FTAKINEMV. The MHC is HLA-A02:01 with pseudo-sequence HLA-A02:01. The binding affinity (normalized) is 0.724. (5) The peptide sequence is VTSPLTVEW. The MHC is HLA-A29:02 with pseudo-sequence HLA-A29:02. The binding affinity (normalized) is 0.188. (6) The peptide sequence is ESCDKHYW. The MHC is Mamu-A02 with pseudo-sequence Mamu-A02. The binding affinity (normalized) is 0.